This data is from Full USPTO retrosynthesis dataset with 1.9M reactions from patents (1976-2016). The task is: Predict the reactants needed to synthesize the given product. (1) Given the product [CH2:19]([O:21][C:22]1[CH:27]=[CH:26][C:25]([CH2:28][C:29]([NH:18][C:10]2[CH:11]=[C:12]([N+:15]([O-:17])=[O:16])[CH:13]=[CH:14][C:9]=2[NH:8][CH:5]2[CH2:6][CH2:7][N:2]([CH3:1])[CH2:3][CH2:4]2)=[O:30])=[CH:24][CH:23]=1)[CH3:20], predict the reactants needed to synthesize it. The reactants are: [CH3:1][N:2]1[CH2:7][CH2:6][CH:5]([NH:8][C:9]2[C:10]([NH2:18])=[CH:11][C:12]([N+:15]([O-:17])=[O:16])=[CH:13][CH:14]=2)[CH2:4][CH2:3]1.[CH2:19]([O:21][C:22]1[CH:27]=[CH:26][C:25]([CH2:28][C:29](O)=[O:30])=[CH:24][CH:23]=1)[CH3:20].C(OC1C=CC2C(=CC=CC=2)N1C(OCC)=O)C. (2) Given the product [CH2:3]([N:10]([CH3:27])[C:11]1[CH:12]=[C:13]([CH:23]=[CH:24][CH:25]=1)[CH2:14][NH:15][C:16](=[O:22])[O:17][C:18]([CH3:20])([CH3:21])[CH3:19])[C:4]1[CH:5]=[CH:6][CH:7]=[CH:8][CH:9]=1, predict the reactants needed to synthesize it. The reactants are: C=O.[CH2:3]([NH:10][C:11]1[CH:12]=[C:13]([CH:23]=[CH:24][CH:25]=1)[CH2:14][NH:15][C:16](=[O:22])[O:17][C:18]([CH3:21])([CH3:20])[CH3:19])[C:4]1[CH:9]=[CH:8][CH:7]=[CH:6][CH:5]=1.[BH3-][C:27]#N.[Na+].CC(O)=O. (3) Given the product [CH3:1][O:2][C:3](=[O:17])[C:4]1[CH:9]=[C:8]([C:10](=[O:19])[CH3:11])[CH:7]=[CH:6][C:5]=1[Cl:16], predict the reactants needed to synthesize it. The reactants are: [CH3:1][O:2][C:3](=[O:17])[C:4]1[CH:9]=[C:8]([C:10]#[C:11][Si](C)(C)C)[CH:7]=[CH:6][C:5]=1[Cl:16].C(O)=[O:19]. (4) Given the product [I:1][C:2]1[C:3]([NH2:10])=[N:4][CH:5]=[C:6]([C:18]2[N:13]=[N:14][NH:15][N:19]=2)[CH:7]=1, predict the reactants needed to synthesize it. The reactants are: [I:1][C:2]1[C:3]([NH2:10])=[N:4][CH:5]=[C:6]([N+]#[C-])[CH:7]=1.[Cl-].[NH4+].[N-:13]=[N+:14]=[N-:15].[Na+].Cl.[CH3:18][N:19](C)C=O.